This data is from Full USPTO retrosynthesis dataset with 1.9M reactions from patents (1976-2016). The task is: Predict the reactants needed to synthesize the given product. (1) Given the product [C:1]([O:5][C:6]([CH:8]1[CH2:13][CH2:12][CH:11]([C:14]2[CH:19]=[C:18]([Cl:35])[N:17]3[N:21]=[CH:22][CH:23]=[C:16]3[N:15]=2)[CH2:10][CH2:9]1)=[O:7])([CH3:4])([CH3:3])[CH3:2], predict the reactants needed to synthesize it. The reactants are: [C:1]([O:5][C:6]([CH:8]1[CH2:13][CH2:12][CH:11]([C:14]2[CH:19]=[C:18](O)[N:17]3[N:21]=[CH:22][CH:23]=[C:16]3[N:15]=2)[CH2:10][CH2:9]1)=[O:7])([CH3:4])([CH3:3])[CH3:2].CN(C)C1C=CC=CC=1.O=P(Cl)(Cl)[Cl:35]. (2) Given the product [F:1][C:2]1[CH:3]=[CH:4][C:5]([O:42][CH3:43])=[C:6]([C:8]2[CH:13]=[CH:12][N:11]=[C:10]3[N:14]([S:32]([C:35]4[CH:41]=[CH:40][C:38]([CH3:39])=[CH:37][CH:36]=4)(=[O:34])=[O:33])[C:15]([C:17]4([OH:31])[CH2:18][C:19]5([CH2:20][NH:21][CH2:22]5)[CH2:30]4)=[CH:16][C:9]=23)[CH:7]=1, predict the reactants needed to synthesize it. The reactants are: [F:1][C:2]1[CH:3]=[CH:4][C:5]([O:42][CH3:43])=[C:6]([C:8]2[CH:13]=[CH:12][N:11]=[C:10]3[N:14]([S:32]([C:35]4[CH:41]=[CH:40][C:38]([CH3:39])=[CH:37][CH:36]=4)(=[O:34])=[O:33])[C:15]([C:17]4([OH:31])[CH2:30][C:19]5([CH2:22][N:21](C(OC(C)(C)C)=O)[CH2:20]5)[CH2:18]4)=[CH:16][C:9]=23)[CH:7]=1.FC(F)(F)C(O)=O. (3) Given the product [Cl:39][C:36]1[CH:35]=[CH:34][C:33]([CH2:32][CH:11]([NH:10][C:53](=[O:54])[CH2:52][C@@H:44]2[C:45]3[C:50](=[CH:49][CH:48]=[CH:47][CH:46]=3)[CH2:51][N:43]2[CH:40]([CH3:41])[CH3:42])[C:12](=[O:13])[N:14]2[CH2:19][CH2:18][N:17]([C:20]3[CH:25]=[CH:24][CH:23]=[CH:22][C:21]=3[CH2:26][N:27]3[CH:31]=[N:30][CH:29]=[N:28]3)[CH2:16][CH2:15]2)=[CH:38][CH:37]=1, predict the reactants needed to synthesize it. The reactants are: FC(F)(F)C(C(O)=O)=O.[NH2:10][CH:11]([CH2:32][C:33]1[CH:38]=[CH:37][C:36]([Cl:39])=[CH:35][CH:34]=1)[C:12]([N:14]1[CH2:19][CH2:18][N:17]([C:20]2[CH:25]=[CH:24][CH:23]=[CH:22][C:21]=2[CH2:26][N:27]2[CH:31]=[N:30][CH:29]=[N:28]2)[CH2:16][CH2:15]1)=[O:13].[CH:40]([N:43]1[CH2:51][C:50]2[C:45](=[CH:46][CH:47]=[CH:48][CH:49]=2)[CH:44]1[CH2:52][C:53](O)=[O:54])([CH3:42])[CH3:41].CN(C(ON1N=NC2C=CC=NC1=2)=[N+](C)C)C.F[P-](F)(F)(F)(F)F.CCN(C(C)C)C(C)C. (4) Given the product [CH3:30][C:31]([CH3:34])([CH3:33])[CH2:32][N:9]1[C:10](=[O:11])[C:5]2[CH:4]=[C:3]([CH2:1][CH3:2])[S:28][C:6]=2[N:7]([CH2:13][C:14]2[CH:19]=[CH:18][C:17]([C:20]3[CH:25]=[CH:24][CH:23]=[CH:22][C:21]=3[C:26]3[NH:39][C:40](=[O:43])[O:41][N:27]=3)=[CH:16][CH:15]=2)[C:8]1=[O:12], predict the reactants needed to synthesize it. The reactants are: [CH2:1]([C:3]1[S:28][C:6]2[N:7]([CH2:13][C:14]3[CH:19]=[CH:18][C:17]([C:20]4[C:21]([C:26]#[N:27])=[CH:22][CH:23]=[CH:24][CH:25]=4)=[CH:16][CH:15]=3)[C:8](=[O:12])[NH:9][C:10](=[O:11])[C:5]=2[CH:4]=1)[CH3:2].I[CH2:30][C:31]([CH3:34])([CH3:33])[CH3:32].[H-].[Na+].[Cl-].O[NH3+:39].[C:40](=[O:43])([O-])[OH:41].[Na+]. (5) Given the product [C:14]([O:18][C:19]([N:21]1[CH2:22][CH:23]2[CH:27]([CH2:26][N:25]([C:29]3[CH:34]=[CH:33][CH:32]=[CH:31][C:30]=3[CH2:35][NH:36][C:2]3[CH:3]=[C:4]4[C:9](=[CH:10][CH:11]=3)[C:8](=[O:12])[NH:7][N:6]=[C:5]4[Cl:13])[CH2:24]2)[CH2:28]1)=[O:20])([CH3:17])([CH3:15])[CH3:16], predict the reactants needed to synthesize it. The reactants are: Br[C:2]1[CH:3]=[C:4]2[C:9](=[CH:10][CH:11]=1)[C:8](=[O:12])[NH:7][N:6]=[C:5]2[Cl:13].[C:14]([O:18][C:19]([N:21]1[CH2:28][CH:27]2[CH:23]([CH2:24][N:25]([C:29]3[CH:34]=[CH:33][CH:32]=[CH:31][C:30]=3[CH2:35][NH2:36])[CH2:26]2)[CH2:22]1)=[O:20])([CH3:17])([CH3:16])[CH3:15].C1C=CC(P(C2C(C3C(P(C4C=CC=CC=4)C4C=CC=CC=4)=CC=C4C=3C=CC=C4)=C3C(C=CC=C3)=CC=2)C2C=CC=CC=2)=CC=1.CC([O-])(C)C.[Na+]. (6) Given the product [Cl:29][C:30]1[CH:31]=[CH:32][C:33]([C:36]([C:38]2[CH:43]=[CH:42][C:41]([O:1][C:2]([CH3:14])([CH3:13])[C:3]([O:5][CH2:6][C:7]3[CH:12]=[CH:11][CH:10]=[CH:9][CH:8]=3)=[O:4])=[CH:40][CH:39]=2)=[O:37])=[CH:34][CH:35]=1, predict the reactants needed to synthesize it. The reactants are: [OH:1][C:2]([CH3:14])([CH3:13])[C:3]([O:5][CH2:6][C:7]1[CH:12]=[CH:11][CH:10]=[CH:9][CH:8]=1)=[O:4].N(C(OC(C)C)=O)=NC(OC(C)C)=O.[Cl:29][C:30]1[CH:35]=[CH:34][C:33]([C:36]([C:38]2[CH:43]=[CH:42][C:41](O)=[CH:40][CH:39]=2)=[O:37])=[CH:32][CH:31]=1.C1(P(C2C=CC=CC=2)C2C=CC=CC=2)C=CC=CC=1. (7) Given the product [Cl:1][C:2]1[CH:3]=[CH:4][C:5](/[CH:8]=[CH:9]/[C:10]2[CH:11]=[C:12]([CH:16]=[CH:17][C:18]=2[O:19][CH3:20])[C:13]([NH:26][CH:21]2[CH2:25][CH2:24][CH2:23][CH2:22]2)=[O:15])=[CH:6][CH:7]=1, predict the reactants needed to synthesize it. The reactants are: [Cl:1][C:2]1[CH:7]=[CH:6][C:5](/[CH:8]=[CH:9]/[C:10]2[CH:11]=[C:12]([CH:16]=[CH:17][C:18]=2[O:19][CH3:20])[C:13]([OH:15])=O)=[CH:4][CH:3]=1.[CH:21]1([NH2:26])[CH2:25][CH2:24][CH2:23][CH2:22]1.